From a dataset of NCI-60 drug combinations with 297,098 pairs across 59 cell lines. Regression. Given two drug SMILES strings and cell line genomic features, predict the synergy score measuring deviation from expected non-interaction effect. (1) Drug 1: C1=NC2=C(N=C(N=C2N1C3C(C(C(O3)CO)O)F)Cl)N. Drug 2: C#CCC(CC1=CN=C2C(=N1)C(=NC(=N2)N)N)C3=CC=C(C=C3)C(=O)NC(CCC(=O)O)C(=O)O. Cell line: SW-620. Synergy scores: CSS=61.5, Synergy_ZIP=3.61, Synergy_Bliss=3.16, Synergy_Loewe=-7.32, Synergy_HSA=3.28. (2) Drug 1: CC1C(C(CC(O1)OC2CC(CC3=C2C(=C4C(=C3O)C(=O)C5=C(C4=O)C(=CC=C5)OC)O)(C(=O)C)O)N)O.Cl. Cell line: RXF 393. Drug 2: C1CN1P(=S)(N2CC2)N3CC3. Synergy scores: CSS=10.1, Synergy_ZIP=-3.96, Synergy_Bliss=-1.27, Synergy_Loewe=-9.20, Synergy_HSA=-1.33. (3) Drug 1: C1=C(C(=O)NC(=O)N1)F. Drug 2: CC1CCC2CC(C(=CC=CC=CC(CC(C(=O)C(C(C(=CC(C(=O)CC(OC(=O)C3CCCCN3C(=O)C(=O)C1(O2)O)C(C)CC4CCC(C(C4)OC)OCCO)C)C)O)OC)C)C)C)OC. Cell line: TK-10. Synergy scores: CSS=36.3, Synergy_ZIP=-5.23, Synergy_Bliss=-3.07, Synergy_Loewe=7.11, Synergy_HSA=7.74.